From a dataset of Reaction yield outcomes from USPTO patents with 853,638 reactions. Predict the reaction yield, written as a fraction of the theoretical maximum amount of product (1.0 means a 100% yield; for example, 0.34 means a 34% yield). (1) The reactants are [Cl:1][CH2:2][CH2:3][CH2:4][CH2:5][CH2:6][OH:7].[O:8]1[CH:13]=[CH:12][CH2:11][CH2:10][CH2:9]1.[Na].C(=O)([O-])O. The catalyst is ClCCl.C1(C)C=CC(S(O)(=O)=O)=CC=1.N1C=CC=CC=1. The product is [Cl:1][CH2:2][CH2:3][CH2:4][CH2:5][CH2:6][O:7][CH:9]1[CH2:10][CH2:11][CH2:12][CH2:13][O:8]1. The yield is 0.950. (2) The reactants are BrC1C=C[C:5](NCC(OC)=O)=[N:6]C=1.[F:14][C:15]1[CH:16]=[CH:17][CH:18]=[C:19]2[C:23]=1[NH:22][CH:21]=[C:20]2[CH:24]=O.CN1C2C(=CC=CC=2)C(C)=C1C=O. No catalyst specified. The product is [F:14][C:15]1[CH:16]=[CH:17][CH:18]=[C:19]2[C:23]=1[NH:22][CH:21]=[C:20]2[CH2:24][NH:6][CH3:5]. The yield is 0.900. (3) The reactants are C[O:2][C:3](=[O:70])[CH2:4][NH:5][C:6]([C:8]1([NH:11][C:12](=[O:69])[C@H:13]([NH:35][C:36](=[O:68])[CH2:37][NH:38][C:39](=[O:67])[CH2:40][C@H:41]([OH:66])/[CH:42]=[CH:43]/[CH2:44][CH2:45][S:46][C:47]([C:60]2[CH:65]=[CH:64][CH:63]=[CH:62][CH:61]=2)([C:54]2[CH:59]=[CH:58][CH:57]=[CH:56][CH:55]=2)[C:48]2[CH:53]=[CH:52][CH:51]=[CH:50][CH:49]=2)[CH2:14][S:15][C:16]([C:29]2[CH:34]=[CH:33][CH:32]=[CH:31][CH:30]=2)([C:23]2[CH:28]=[CH:27][CH:26]=[CH:25][CH:24]=2)[C:17]2[CH:22]=[CH:21][CH:20]=[CH:19][CH:18]=2)[CH2:10][CH2:9]1)=[O:7].[Li+].[OH-]. The catalyst is C1COCC1.O. The product is [OH:66][C@H:41](/[CH:42]=[CH:43]/[CH2:44][CH2:45][S:46][C:47]([C:60]1[CH:65]=[CH:64][CH:63]=[CH:62][CH:61]=1)([C:54]1[CH:55]=[CH:56][CH:57]=[CH:58][CH:59]=1)[C:48]1[CH:53]=[CH:52][CH:51]=[CH:50][CH:49]=1)[CH2:40][C:39]([NH:38][CH2:37][C:36]([NH:35][C@H:13]([CH2:14][S:15][C:16]([C:17]1[CH:18]=[CH:19][CH:20]=[CH:21][CH:22]=1)([C:23]1[CH:24]=[CH:25][CH:26]=[CH:27][CH:28]=1)[C:29]1[CH:34]=[CH:33][CH:32]=[CH:31][CH:30]=1)[C:12]([NH:11][C:8]1([C:6]([NH:5][CH2:4][C:3]([OH:70])=[O:2])=[O:7])[CH2:10][CH2:9]1)=[O:69])=[O:68])=[O:67]. The yield is 1.00. (4) The reactants are [Cl-].[Al+3].[Cl-].[Cl-].NC(N)=S.Cl.C[O:11][C:12]1[CH:21]=[CH:20][CH:19]=[C:18]2[C:13]=1[CH2:14][CH2:15][C@H:16]([N:22]([CH2:30][CH2:31][CH3:32])[CH2:23][CH2:24][C:25]1[S:26][CH:27]=[CH:28][CH:29]=1)[CH2:17]2.N. The catalyst is C1(C)C=CC=CC=1.O. The product is [CH3:32][CH2:31][CH2:30][N:22]([C@@H:16]1[CH2:17][C:18]2[CH:19]=[CH:20][CH:21]=[C:12]([OH:11])[C:13]=2[CH2:14][CH2:15]1)[CH2:23][CH2:24][C:25]1[S:26][CH:27]=[CH:28][CH:29]=1. The yield is 0.860. (5) The reactants are [N:1]([CH2:4][CH:5]1[CH2:9][C:8]2[CH:10]=[C:11]([Cl:21])[CH:12]=[C:13]([C:14]3[CH:19]=[CH:18][CH:17]=[C:16]([Cl:20])[CH:15]=3)[C:7]=2[O:6]1)=[N+]=[N-]. The catalyst is [Pt]. The product is [Cl:21][C:11]1[CH:12]=[C:13]([C:14]2[CH:19]=[CH:18][CH:17]=[C:16]([Cl:20])[CH:15]=2)[C:7]2[O:6][CH:5]([CH2:4][NH2:1])[CH2:9][C:8]=2[CH:10]=1. The yield is 0.500. (6) The reactants are [CH2:1]([O:3][C:4](=[O:22])[CH2:5][NH:6][CH2:7][CH2:8][NH:9][S:10]([C:13]1[S:14][C:15]2[CH:21]=[CH:20][CH:19]=[CH:18][C:16]=2[N:17]=1)(=[O:12])=[O:11])[CH3:2].[CH3:23][O:24][C:25]1[CH:48]=[CH:47][C:28]([CH2:29][O:30][C:31]([NH:33][C:34]2[N:42]=[CH:41][N:40]=[C:39]3[C:35]=2[N:36]=[CH:37][N:38]3[CH2:43][C:44](O)=[O:45])=[O:32])=[CH:27][CH:26]=1.CN(C(ON1N=NC2C=CC=CC1=2)=[N+](C)C)C.F[P-](F)(F)(F)(F)F.C(N(C(C)C)CC)(C)C.Cl. The catalyst is CN(C=O)C. The product is [CH2:1]([O:3][C:4](=[O:22])[CH2:5][N:6]([CH2:7][CH2:8][NH:9][S:10]([C:13]1[S:14][C:15]2[CH:21]=[CH:20][CH:19]=[CH:18][C:16]=2[N:17]=1)(=[O:12])=[O:11])[C:44](=[O:45])[CH2:43][N:38]1[CH:37]=[N:36][C:35]2[C:39]1=[N:40][CH:41]=[N:42][C:34]=2[NH:33][C:31]([O:30][CH2:29][C:28]1[CH:47]=[CH:48][C:25]([O:24][CH3:23])=[CH:26][CH:27]=1)=[O:32])[CH3:2]. The yield is 0.970.